Dataset: Experimentally validated miRNA-target interactions with 360,000+ pairs, plus equal number of negative samples. Task: Binary Classification. Given a miRNA mature sequence and a target amino acid sequence, predict their likelihood of interaction. The miRNA is mmu-miR-24-3p with sequence UGGCUCAGUUCAGCAGGAACAG. The protein sequence of the target gene is MLGHRLLPSLDFPAVSEGYKPEHDMSPNKDASSLNSSAAGLVCLPPVSEELQLVWTQAIQTSELDGNEHLLQAFSYFPYPSLADIALLCLRHGLQMEKVKTWFMAQRLRCGISWSSEEIEETRARVVYHRDQLLFKSLLSFTQQSVRPPQERPPVLRPEQVALGLSPLAPSEQPTHMKGLKVEPEEPSQVSQLPLNHQNAKEPLMMGSRTFSHQSDCQDLQISGLSKEQAGRGPDQSCGKTASWNHFTAVHQPDKPASVSLLDNSCKEESEPSGIPPSSSTSSPSFQALANGTTATPKPL.... Result: 1 (interaction).